Dataset: Human Reference Interactome with 51,813 positive PPI pairs across 8,248 proteins, plus equal number of experimentally-validated negative pairs. Task: Binary Classification. Given two protein amino acid sequences, predict whether they physically interact or not. Protein 1 (ENSG00000177272) has sequence MDERLSLLRSPPPPSARHRAHPPQRPASSGGAHTLVNHGYAEPAAGRELPPDMTVVPGDHLLEPEVADGGGAPPQGGCGGGGCDRYEPLPPSLPAAGEQDCCGERVVINISGLRFETQLKTLCQFPETLLGDPKRRMRYFDPLRNEYFFDRNRPSFDAILYYYQSGGRIRRPVNVPIDIFSEEIRFYQLGEEAMEKFREDEGFLREEERPLPRRDFQRQVWLLFEYPESSGPARGIAIVSVLVILISIVIFCLETLPEFRDEKDYPASTSQDSFEAAGNSTSGSRAGASSFSDPFFVVET.... Protein 2 (ENSG00000204967) has sequence VVYSRVGQESRRLLLLLLLLAAWEAGNGQLHYSVSEEAKHGTFVGRIAQDLGLELAELVPRLFRVASKGRGGLLEVNLQNGILFVNSRIDREELCRRSAECSIHLEVIVDRPLQVFHVDVEVRDINDNPPVFPATQKNLSIAESRPLDSRFPLEGASDADIGENALLTYRLSPNEYFSLEKPPDDELVKGLGLILRKSLDREEAPEIFLVLTATDGGKPELTGTVQLLITVLDANDNAPAFDRTIYKVRLLENVPNGTLVIKLNASDLDEGLNGDIVYSFSNDISPNVKSKFHIDPITGQ.... Result: 0 (the proteins do not interact).